From a dataset of Full USPTO retrosynthesis dataset with 1.9M reactions from patents (1976-2016). Predict the reactants needed to synthesize the given product. (1) Given the product [Cl:1][C:2]1[CH:3]=[CH:4][C:5]2[N:9]=[CH:8][N:7]([CH2:10][C:11]([NH:16][C@H:17]([C:19]3[CH:24]=[CH:23][C:22]([C:25]([C:26]#[N:27])([CH3:28])[CH3:29])=[C:21]([CH3:30])[CH:20]=3)[CH3:18])=[O:13])[C:6]=2[C:14]=1[F:15], predict the reactants needed to synthesize it. The reactants are: [Cl:1][C:2]1[CH:3]=[CH:4][C:5]2[N:9]=[CH:8][N:7]([CH2:10][C:11]([OH:13])=O)[C:6]=2[C:14]=1[F:15].[NH2:16][CH:17]([C:19]1[CH:24]=[CH:23][C:22]([C:25]([CH3:29])([CH3:28])[C:26]#[N:27])=[CH:21][CH:20]=1)[CH3:18].[CH3:30]N(C(ON1N=NC2C=CC=NC1=2)=[N+](C)C)C.F[P-](F)(F)(F)(F)F. (2) Given the product [CH3:1][O:2][C:3]([C:5]1[N:6]=[N:7][C:8]([Cl:12])=[CH:9][C:10]=1[NH:13][C:14]1[CH:19]=[CH:18][C:17]([CH3:20])=[CH:16][CH:15]=1)=[O:4], predict the reactants needed to synthesize it. The reactants are: [CH3:1][O:2][C:3]([C:5]1[N:6]=[N:7][C:8]([Cl:12])=[CH:9][C:10]=1Cl)=[O:4].[NH2:13][C:14]1[CH:19]=[CH:18][C:17]([CH3:20])=[CH:16][CH:15]=1.C(N(CC)C(C)C)(C)C.C(OCC)(=O)C.